From a dataset of Peptide-MHC class II binding affinity with 134,281 pairs from IEDB. Regression. Given a peptide amino acid sequence and an MHC pseudo amino acid sequence, predict their binding affinity value. This is MHC class II binding data. (1) The peptide sequence is AFILDGDNLFPKR. The MHC is DRB3_0101 with pseudo-sequence DRB3_0101. The binding affinity (normalized) is 0.803. (2) The peptide sequence is AAREAEQWRAYLEGLCVE. The MHC is HLA-DQA10301-DQB10302 with pseudo-sequence HLA-DQA10301-DQB10302. The binding affinity (normalized) is 0.146. (3) The peptide sequence is RSTTDSGKVIPEWCC. The MHC is DRB1_1301 with pseudo-sequence DRB1_1301. The binding affinity (normalized) is 0. (4) The peptide sequence is LEVLNFDFQANAQLS. The MHC is H-2-IAb with pseudo-sequence H-2-IAb. The binding affinity (normalized) is 0.